Dataset: Full USPTO retrosynthesis dataset with 1.9M reactions from patents (1976-2016). Task: Predict the reactants needed to synthesize the given product. (1) Given the product [Cl:24][C:25]1[CH:30]=[CH:29][C:28]([O:34][CH3:35])=[C:27]([C:2]2[C:10]3[O:9][CH:8]([CH2:11][O:12][S:13]([C:16]4[CH:17]=[CH:18][C:19]([CH3:22])=[CH:20][CH:21]=4)(=[O:15])=[O:14])[O:7][C:6]=3[CH:5]=[C:4]([Cl:23])[CH:3]=2)[CH:26]=1, predict the reactants needed to synthesize it. The reactants are: Br[C:2]1[C:10]2[O:9][CH:8]([CH2:11][O:12][S:13]([C:16]3[CH:21]=[CH:20][C:19]([CH3:22])=[CH:18][CH:17]=3)(=[O:15])=[O:14])[O:7][C:6]=2[CH:5]=[C:4]([Cl:23])[CH:3]=1.[Cl:24][C:25]1[CH:26]=[CH:27][C:28]([O:34][CH3:35])=[C:29](B(O)O)[CH:30]=1. (2) Given the product [CH2:15]([O:17][C:18](=[O:27])[CH2:19][C:20]1[CH:25]=[CH:24][CH:23]=[C:22]([NH:26][C:12]([C:9]2[NH:8][C:7]([C:1]3[CH:2]=[CH:3][CH:4]=[CH:5][CH:6]=3)=[N:11][CH:10]=2)=[O:14])[CH:21]=1)[CH3:16], predict the reactants needed to synthesize it. The reactants are: [C:1]1([C:7]2[NH:8][C:9]([C:12]([OH:14])=O)=[CH:10][N:11]=2)[CH:6]=[CH:5][CH:4]=[CH:3][CH:2]=1.[CH2:15]([O:17][C:18](=[O:27])[CH2:19][C:20]1[CH:25]=[CH:24][CH:23]=[C:22]([NH2:26])[CH:21]=1)[CH3:16]. (3) The reactants are: [OH:1][C:2]([C:4]([F:7])([F:6])[F:5])=[O:3].[F:8][C:9]1[CH:14]=[CH:13][C:12]([CH2:15][C@H:16]([NH:31]C(=O)OC(C)(C)C)[C:17](=[O:30])[NH:18][C:19]2[O:23][N:22]=[C:21]([C:24]3[CH:29]=[CH:28][N:27]=[CH:26][CH:25]=3)[CH:20]=2)=[CH:11][CH:10]=1.[C:39]([OH:45])([C:41]([F:44])([F:43])[F:42])=[O:40]. Given the product [OH:3][C:2]([C:4]([F:7])([F:6])[F:5])=[O:1].[OH:45][C:39]([C:41]([F:44])([F:43])[F:42])=[O:40].[NH2:31][C@@H:16]([CH2:15][C:12]1[CH:11]=[CH:10][C:9]([F:8])=[CH:14][CH:13]=1)[C:17]([NH:18][C:19]1[O:23][N:22]=[C:21]([C:24]2[CH:25]=[CH:26][N:27]=[CH:28][CH:29]=2)[CH:20]=1)=[O:30], predict the reactants needed to synthesize it. (4) Given the product [F:24][C:2]([F:1])([F:25])[C:3]1[CH:23]=[CH:22][C:6]([O:7][C:8]2[N:13]=[CH:12][C:11]([CH:14]([OH:21])[CH2:15][CH2:16][CH2:17][CH2:18][CH2:19][CH3:20])=[CH:10][CH:9]=2)=[CH:5][CH:4]=1, predict the reactants needed to synthesize it. The reactants are: [F:1][C:2]([F:25])([F:24])[C:3]1[CH:23]=[CH:22][C:6]([O:7][C:8]2[N:13]=[CH:12][C:11]([C:14](=[O:21])[CH2:15][CH2:16][CH2:17][CH2:18][CH2:19][CH3:20])=[CH:10][CH:9]=2)=[CH:5][CH:4]=1.[BH4-].[Na+]. (5) Given the product [CH:25]([NH:28][C:21]([C:17]1[N:18]([CH3:20])[N:19]=[C:15]([NH:14][CH2:13][C:12]2[C:8]([C:5]3[CH:6]=[CH:7][C:2]([F:1])=[CH:3][CH:4]=3)=[N:9][O:10][C:11]=2[CH3:24])[CH:16]=1)=[O:22])([CH3:27])[CH3:26], predict the reactants needed to synthesize it. The reactants are: [F:1][C:2]1[CH:7]=[CH:6][C:5]([C:8]2[C:12]([CH2:13][NH:14][C:15]3[CH:16]=[C:17]([C:21](O)=[O:22])[N:18]([CH3:20])[N:19]=3)=[C:11]([CH3:24])[O:10][N:9]=2)=[CH:4][CH:3]=1.[CH:25]([NH2:28])([CH3:27])[CH3:26]. (6) Given the product [N+:11]([C:5]1[CH:4]=[CH:3][C:2]([NH:1][CH2:17][C:16]2[C:19]([F:29])=[C:20]([F:28])[C:21]([C:24]([F:25])([F:27])[F:26])=[C:22]([F:23])[C:15]=2[F:14])=[CH:10][C:6]=1[C:7]([OH:9])=[O:8])([O-:13])=[O:12], predict the reactants needed to synthesize it. The reactants are: [NH2:1][C:2]1[CH:3]=[CH:4][C:5]([N+:11]([O-:13])=[O:12])=[C:6]([CH:10]=1)[C:7]([OH:9])=[O:8].[F:14][C:15]1[C:22]([F:23])=[C:21]([C:24]([F:27])([F:26])[F:25])[C:20]([F:28])=[C:19]([F:29])[C:16]=1[CH2:17]Br. (7) Given the product [CH3:1][O:2][C:3](=[O:22])[C:4]1[CH:9]=[CH:8][C:7]([C:10]2[CH:15]=[CH:14][C:13]([C:16]([F:19])([F:18])[F:17])=[CH:12][CH:11]=2)=[N:6][C:5]=1[CH2:20][O:24][CH3:23], predict the reactants needed to synthesize it. The reactants are: [CH3:1][O:2][C:3](=[O:22])[C:4]1[CH:9]=[CH:8][C:7]([C:10]2[CH:15]=[CH:14][C:13]([C:16]([F:19])([F:18])[F:17])=[CH:12][CH:11]=2)=[N:6][C:5]=1[CH2:20]Br.[CH3:23][O-:24].[Na+]. (8) Given the product [F:1][C:2]1[CH:7]=[CH:6][C:5]2[C:8]3[C:13](=[CH:12][C:11]([F:14])=[CH:10][CH:9]=3)[NH:15][C:4]=2[CH:3]=1, predict the reactants needed to synthesize it. The reactants are: [F:1][C:2]1[CH:7]=[CH:6][C:5]([C:8]2[CH:13]=[CH:12][C:11]([F:14])=[CH:10][CH:9]=2)=[C:4]([N+:15]([O-])=O)[CH:3]=1.C1(P(C2C=CC=CC=2)C2C=CC=CC=2)C=CC=CC=1.